From a dataset of Full USPTO retrosynthesis dataset with 1.9M reactions from patents (1976-2016). Predict the reactants needed to synthesize the given product. (1) The reactants are: [CH3:1][N:2]1[CH:6]=[C:5]([S:7]([NH2:10])(=[O:9])=[O:8])[N:4]=[CH:3]1.C1(P(C2CCCCC2)C2C=CC=CC=2C2C(C(C)C)=CC(C(C)C)=CC=2C(C)C)CCCCC1.C(=O)([O-])[O-].[Cs+].[Cs+].Cl[C:52]1[CH:57]=[C:56]([O:58][CH:59]([F:61])[F:60])[N:55]=[C:54]([S:62][CH2:63][C:64]2[CH:69]=[CH:68][CH:67]=[C:66]([F:70])[C:65]=2[F:71])[N:53]=1. Given the product [F:61][CH:59]([F:60])[O:58][C:56]1[N:55]=[C:54]([S:62][CH2:63][C:64]2[CH:69]=[CH:68][CH:67]=[C:66]([F:70])[C:65]=2[F:71])[N:53]=[C:52]([NH:10][S:7]([C:5]2[N:4]=[CH:3][N:2]([CH3:1])[CH:6]=2)(=[O:9])=[O:8])[CH:57]=1, predict the reactants needed to synthesize it. (2) Given the product [Cl:1][C:2]1[CH:18]=[CH:17][C:5]([C:6]([N:8]([C:10]2[CH:15]=[CH:14][CH:13]=[CH:12][C:11]=2[O:16][CH2:34][CH2:35][CH2:28][OH:31])[CH3:9])=[O:7])=[CH:4][C:3]=1[C:19]1[CH:20]=[N:21][C:22]([C:26]#[N:27])=[CH:23][C:24]=1[CH3:25], predict the reactants needed to synthesize it. The reactants are: [Cl:1][C:2]1[CH:18]=[CH:17][C:5]([C:6]([N:8]([C:10]2[CH:15]=[CH:14][CH:13]=[CH:12][C:11]=2[OH:16])[CH3:9])=[O:7])=[CH:4][C:3]=1[C:19]1[CH:20]=[N:21][C:22]([C:26]#[N:27])=[CH:23][C:24]=1[CH3:25].[C:28]([O-:31])([O-])=O.[K+].[K+].[C:34](OCC)(=O)[CH3:35]. (3) Given the product [Cl:1][CH2:2][CH2:3][CH2:4][CH2:5][CH2:6][CH2:7][C:8]#[C:9][CH:10]=[O:11], predict the reactants needed to synthesize it. The reactants are: [Cl:1][CH2:2][CH2:3][CH2:4][CH2:5][CH2:6][CH2:7][C:8]#[C:9][CH:10](OCC)[O:11]CC.O. (4) The reactants are: [CH3:1][Si:2]([CH3:19])([CH3:18])[CH2:3][CH2:4][O:5][CH2:6][N:7]1[CH:11]=[C:10]([C:12]#[C:13][Si](C)(C)C)[CH:9]=[N:8]1.O1CCCC1.CCCC[N+](CCCC)(CCCC)CCCC.[F-]. Given the product [C:12]([C:10]1[CH:9]=[N:8][N:7]([CH2:6][O:5][CH2:4][CH2:3][Si:2]([CH3:18])([CH3:1])[CH3:19])[CH:11]=1)#[CH:13], predict the reactants needed to synthesize it. (5) Given the product [CH:1]([O:3][C:4]([C:6]1[C:11](=[O:12])[N:10]([CH2:13][C:14]2[CH:19]=[CH:18][CH:17]=[C:16]([F:20])[CH:15]=2)[C:9]2[CH:21]=[CH:22][S:23][C:8]=2[C:7]=1[OH:24])=[O:5])([CH3:25])[CH3:2], predict the reactants needed to synthesize it. The reactants are: [CH2:1]([O:3][C:4]([C:6]1[C:11](=[O:12])[N:10]([CH2:13][C:14]2[CH:19]=[CH:18][CH:17]=[C:16]([F:20])[CH:15]=2)[C:9]2[CH:21]=[CH:22][S:23][C:8]=2[C:7]=1[OH:24])=[O:5])[CH3:2].[C:25](OC(C)C)(=O)CC(OC(C)C)=O. (6) Given the product [Br:13][C:14]1[CH:19]=[CH:18][C:17]([NH:20][C:31]2[C:30]([C:33]([OH:35])=[O:34])=[C:29]3[N:25]([CH2:26][CH2:27][CH2:28]3)[C:24](=[O:36])[C:23]=2[Cl:22])=[C:16]([F:21])[CH:15]=1, predict the reactants needed to synthesize it. The reactants are: C([Li])CCC.C(NC(C)C)(C)C.[Br:13][C:14]1[CH:19]=[CH:18][C:17]([NH2:20])=[C:16]([F:21])[CH:15]=1.[Cl:22][C:23]1[C:24](=[O:36])[N:25]2[C:29](=[C:30]([C:33]([OH:35])=[O:34])[C:31]=1Cl)[CH2:28][CH2:27][CH2:26]2. (7) The reactants are: [CH3:1][O:2][C:3]([C:5]1[S:6][C:7]2[CH2:8][CH2:9][O:10][C:11]3[CH:18]=[CH:17][C:16]([Br:19])=[CH:15][C:12]=3[C:13]=2[N:14]=1)=[O:4].CC(N=NC(C#N)(C)C)(C#N)C.C1C(=O)N([Br:39])C(=O)C1. Given the product [CH3:1][O:2][C:3]([C:5]1[S:6][C:7]2[CH:8]([Br:39])[CH2:9][O:10][C:11]3[CH:18]=[CH:17][C:16]([Br:19])=[CH:15][C:12]=3[C:13]=2[N:14]=1)=[O:4], predict the reactants needed to synthesize it. (8) Given the product [C:11]([O:15][C:16]([N:18]1[CH2:22][CH2:21][CH:20]([C:23]2[S:25][CH:8]=[CH:9][N:24]=2)[CH:19]1[C:26]1[CH:31]=[C:30]([CH3:32])[N:29]=[C:28]([N:33]2[CH:37]=[CH:36][N:35]=[CH:34]2)[N:27]=1)=[O:17])([CH3:14])([CH3:12])[CH3:13], predict the reactants needed to synthesize it. The reactants are: C(=O)([O-])[O-].[K+].[K+].Cl[CH2:8][CH:9]=O.[C:11]([O:15][C:16]([N:18]1[CH2:22][CH2:21][CH:20]([C:23](=[S:25])[NH2:24])[CH:19]1[C:26]1[CH:31]=[C:30]([CH3:32])[N:29]=[C:28]([N:33]2[CH:37]=[CH:36][N:35]=[CH:34]2)[N:27]=1)=[O:17])([CH3:14])([CH3:13])[CH3:12].FC(F)(F)C(OC(=O)C(F)(F)F)=O.N1C=CC=CC=1.